Task: Predict the product of the given reaction.. Dataset: Forward reaction prediction with 1.9M reactions from USPTO patents (1976-2016) (1) Given the reactants [F:1][C:2]([F:47])([F:46])[C:3]1[CH:4]=[C:5]([C@H:13]2[O:17][C:16](=[O:18])[N:15]([CH2:19][C:20]3[C:25]([N:26]([CH2:29][C@H:30]4[CH2:35][CH2:34][C@H:33]([CH2:36][C:37]([O:39][CH2:40][CH3:41])=[O:38])[CH2:32][CH2:31]4)[CH2:27][CH3:28])=[CH:24][CH:23]=[C:22]([C:42]([CH3:44])=[CH2:43])[N:21]=3)[C@H:14]2[CH3:45])[CH:6]=[C:7]([C:9]([F:12])([F:11])[F:10])[CH:8]=1, predict the reaction product. The product is: [F:46][C:2]([F:1])([F:47])[C:3]1[CH:4]=[C:5]([C@H:13]2[O:17][C:16](=[O:18])[N:15]([CH2:19][C:20]3[C:25]([N:26]([CH2:29][C@H:30]4[CH2:35][CH2:34][C@H:33]([CH2:36][C:37]([O:39][CH2:40][CH3:41])=[O:38])[CH2:32][CH2:31]4)[CH2:27][CH3:28])=[CH:24][CH:23]=[C:22]([CH:42]([CH3:44])[CH3:43])[N:21]=3)[C@H:14]2[CH3:45])[CH:6]=[C:7]([C:9]([F:10])([F:11])[F:12])[CH:8]=1. (2) Given the reactants C1CCCCC1.C1(C(C)C)C=CC=CC=1.[CH3:16][NH:17][C:18]1[CH:23]=[CH:22][CH:21]=[CH:20][CH:19]=1.C([Li])CCC.[CH:29]12[O:35][CH:30]1[CH2:31][CH2:32][CH2:33][CH2:34]2, predict the reaction product. The product is: [CH3:16][N:17]([C@@H:29]1[CH2:34][CH2:33][CH2:32][CH2:31][C@H:30]1[OH:35])[C:18]1[CH:23]=[CH:22][CH:21]=[CH:20][CH:19]=1. (3) Given the reactants [Cl:1][C:2]1[CH:3]=[C:4]([C:8]2([CH2:21][CH2:22][CH2:23][N:24]3[CH2:28][CH2:27][CH2:26][CH2:25]3)[CH2:13][CH2:12][N:11]([C:14](OC(C)(C)C)=[O:15])[CH2:10][CH2:9]2)[CH:5]=[CH:6][CH:7]=1.C(O)(C(F)(F)F)=O.[Cl:36][C:37]1[CH:42]=[CH:41][CH:40]=[C:39]([CH3:43])[C:38]=1[S:44]([N:47]([CH2:51][CH2:52][O:53][CH2:54]C(O)=O)[CH:48]1[CH2:50][CH2:49]1)(=[O:46])=[O:45].CCN=C=NCCCN(C)C.C1C=CC2N(O)N=NC=2C=1.CCN(C(C)C)C(C)C, predict the reaction product. The product is: [Cl:36][C:37]1[CH:42]=[CH:41][CH:40]=[C:39]([CH3:43])[C:38]=1[S:44]([N:47]([CH2:51][CH2:52][O:53][CH2:54][C:14]([N:11]1[CH2:10][CH2:9][C:8]([C:4]2[CH:5]=[CH:6][CH:7]=[C:2]([Cl:1])[CH:3]=2)([CH2:21][CH2:22][CH2:23][N:24]2[CH2:25][CH2:26][CH2:27][CH2:28]2)[CH2:13][CH2:12]1)=[O:15])[CH:48]1[CH2:50][CH2:49]1)(=[O:46])=[O:45]. (4) Given the reactants Cl.[NH2:2][C@H:3]([CH2:33][C:34]1[N:35]=[CH:36][S:37][CH:38]=1)[C:4]([N:6]1[CH2:11][CH2:10][CH:9]([N:12]2[N:21]=[C:20]([C:22]3[CH:27]=[CH:26][C:25]([O:28][CH3:29])=[C:24]([O:30][CH3:31])[CH:23]=3)[C@@H:19]3[C@@H:14]([CH2:15][CH2:16][CH2:17][CH2:18]3)[C:13]2=[O:32])[CH2:8][CH2:7]1)=[O:5].[CH:39]1([CH2:42][O:43][C:44]2[CH:52]=[CH:51][C:47]3[O:48][CH2:49][O:50][C:46]=3[C:45]=2[C:53]2[C:54]3[NH:61][CH:60]=[C:59]([C:62](O)=[O:63])[C:55]=3[N:56]=[CH:57][N:58]=2)[CH2:41][CH2:40]1.CN(C(ON1N=NC2C=CC=CC1=2)=[N+](C)C)C.F[P-](F)(F)(F)(F)F.CCN(C(C)C)C(C)C, predict the reaction product. The product is: [CH:39]1([CH2:42][O:43][C:44]2[CH:52]=[CH:51][C:47]3[O:48][CH2:49][O:50][C:46]=3[C:45]=2[C:53]2[C:54]3[NH:61][CH:60]=[C:59]([C:62]([NH:2][C@H:3]([CH2:33][C:34]4[N:35]=[CH:36][S:37][CH:38]=4)[C:4]([N:6]4[CH2:7][CH2:8][CH:9]([N:12]5[N:21]=[C:20]([C:22]6[CH:27]=[CH:26][C:25]([O:28][CH3:29])=[C:24]([O:30][CH3:31])[CH:23]=6)[C@@H:19]6[C@@H:14]([CH2:15][CH2:16][CH2:17][CH2:18]6)[C:13]5=[O:32])[CH2:10][CH2:11]4)=[O:5])=[O:63])[C:55]=3[N:56]=[CH:57][N:58]=2)[CH2:40][CH2:41]1. (5) Given the reactants [NH2:1][C:2]1[CH:10]=[C:9]([F:11])[C:8]([Br:12])=[CH:7][C:3]=1[C:4]([OH:6])=O.CN(C(O[N:21]1N=N[C:23]2C=CC=N[C:22]1=2)=[N+](C)C)C.F[P-](F)(F)(F)(F)F.CCN(C(C)C)C(C)C.C(N)C, predict the reaction product. The product is: [NH2:1][C:2]1[CH:10]=[C:9]([F:11])[C:8]([Br:12])=[CH:7][C:3]=1[C:4]([NH:21][CH2:22][CH3:23])=[O:6]. (6) Given the reactants [CH:1]12[CH2:10][CH:5]3[CH2:6][CH:7]([CH2:9][CH:3]([CH2:4]3)[CH:2]1[NH:11][C:12](=[O:20])[CH2:13][N:14]1[CH2:19][CH2:18][NH:17][CH2:16][CH2:15]1)[CH2:8]2.C(=O)([O-])[O-].[Na+].[Na+].Cl[C:28]1[CH:33]=[CH:32][C:31]([Cl:34])=[CH:30][N:29]=1, predict the reaction product. The product is: [CH:1]12[CH2:10][CH:5]3[CH2:6][CH:7]([CH2:9][CH:3]([CH2:4]3)[CH:2]1[NH:11][C:12](=[O:20])[CH2:13][N:14]1[CH2:19][CH2:18][N:17]([C:28]3[CH:33]=[CH:32][C:31]([Cl:34])=[CH:30][N:29]=3)[CH2:16][CH2:15]1)[CH2:8]2. (7) Given the reactants [OH:1][C:2]1[CH:3]=[C:4]2[C:13](=[CH:14][CH:15]=1)[C:12]([C:16]1[CH:21]=[CH:20][CH:19]=[CH:18][C:17]=1[CH3:22])=[C:11]1[C:6](=[CH:7][C:8](=[O:23])[CH:9]=[CH:10]1)[O:5]2.[N+:24]([C:27]1[CH:28]=[C:29]([CH:32]=[C:33]([N+:35]([O-:37])=[O:36])[CH:34]=1)[CH2:30]Br)([O-:26])=[O:25].C(=O)([O-])[O-].[Cs+].[Cs+].[Al], predict the reaction product. The product is: [N+:24]([C:27]1[CH:28]=[C:29]([CH:32]=[C:33]([N+:35]([O-:37])=[O:36])[CH:34]=1)[CH2:30][O:1][C:2]1[CH:3]=[C:4]2[C:13](=[CH:14][CH:15]=1)[C:12]([C:16]1[CH:21]=[CH:20][CH:19]=[CH:18][C:17]=1[CH3:22])=[C:11]1[C:6](=[CH:7][C:8](=[O:23])[CH:9]=[CH:10]1)[O:5]2)([O-:26])=[O:25]. (8) Given the reactants [H-].[H-].[H-].[H-].[Li+].[Al+3].C[O:8][C:9](=O)[CH:10]([NH2:19])[C:11]1[CH:16]=[C:15]([F:17])[CH:14]=[C:13]([F:18])[CH:12]=1, predict the reaction product. The product is: [NH2:19][CH:10]([C:11]1[CH:12]=[C:13]([F:18])[CH:14]=[C:15]([F:17])[CH:16]=1)[CH2:9][OH:8]. (9) Given the reactants [C:1]([NH:11][CH:12]([C:15]([OH:17])=O)[CH2:13][OH:14])([O:3][CH2:4][C:5]1[CH:10]=[CH:9][CH:8]=[CH:7][CH:6]=1)=[O:2].CN1CCOCC1.C(OC(Cl)=O)C.[NH2:31][C:32]1[CH:33]=[C:34]([CH:39]=[CH:40][CH:41]=1)[C:35]([O:37][CH3:38])=[O:36], predict the reaction product. The product is: [CH2:4]([O:3][C:1]([NH:11][C@H:12]([C:15]([NH:31][C:32]1[CH:33]=[C:34]([CH:39]=[CH:40][CH:41]=1)[C:35]([O:37][CH3:38])=[O:36])=[O:17])[CH2:13][OH:14])=[O:2])[C:5]1[CH:6]=[CH:7][CH:8]=[CH:9][CH:10]=1. (10) Given the reactants [Cl:1][C:2]1[C:3](=[O:34])[N:4]([CH2:19][CH2:20][C:21]2[CH:26]=[CH:25][C:24]([C:27]([N:29]3C=CN=C3)=[O:28])=[CH:23][CH:22]=2)[C:5]([CH2:9][O:10][C:11]2[CH:16]=[CH:15][CH:14]=[C:13](CC)[CH:12]=2)=[C:6]([Cl:8])[CH:7]=1.C1CCN2C(=NCCC2)CC1.[C:46]([O:49][CH2:50][CH2:51][CH2:52][S:53](N)(=[O:55])=[O:54])(=[O:48])[CH3:47].Cl.[O:58]1CCO[CH2:60][CH2:59]1, predict the reaction product. The product is: [C:46]([O:49][CH2:50][CH2:51][CH2:52][S:53]([NH:29][C:27](=[O:28])[C:24]1[CH:25]=[CH:26][C:21]([CH2:20][CH2:19][N:4]2[C:5]([CH2:9][O:10][C:11]3[CH:16]=[CH:15][CH:14]=[C:13]([O:58][CH2:59][CH3:60])[CH:12]=3)=[C:6]([Cl:8])[CH:7]=[C:2]([Cl:1])[C:3]2=[O:34])=[CH:22][CH:23]=1)(=[O:55])=[O:54])(=[O:48])[CH3:47].